Task: Binary Classification. Given a miRNA mature sequence and a target amino acid sequence, predict their likelihood of interaction.. Dataset: Experimentally validated miRNA-target interactions with 360,000+ pairs, plus equal number of negative samples (1) The miRNA is hsa-miR-4755-5p with sequence UUUCCCUUCAGAGCCUGGCUUU. The protein sequence of the target gene is MGASGRLLRAVIMGAPGSGKGTVSSRITKHFELKHLSSGDLLRQNMLQGTEIGVLAKTFIDQGKLIPDDVMTRLALHELKTLTQCSWLLDGFPRTLPQAEALDKVYQIDTVINLNVPFEVIKQRLTARWIHPASGRVYNIEFNPPKTVGIDDLTGEPLIQREDDKPETVIKRLKAYEAQTEPVLQYYQKKGVLETFSGTETNKIWPHVYSFLQTKVPETTQKASVTP. Result: 0 (no interaction). (2) The miRNA is hsa-miR-3145-3p with sequence AGAUAUUUUGAGUGUUUGGAAUUG. The protein sequence of the target gene is MHSPPGLLALWLCAVLCASARAGSDPQPGPGRPACPAPCHCQEDGIMLSADCSELGLSVVPADLDPLTAYLDLSMNNLTELQPGLFHHLRFLEELRLSGNHLSHIPGQAFSGLHSLKILMLQSNQLRGIPAEALWELPSLQSLRLDANLISLVPERSFEGLSSLRHLWLDDNALTEIPVRALNNLPALQAMTLALNHIRHIPDYAFQNLTSLVVLHLHNNRIQHVGTHSFEGLHNLETLDLNYNELQEFPLAIRTLGRLQELGFHNNNIKAIPEKAFMGSPLLQTIHFYDNPIQFVGRSA.... Result: 0 (no interaction). (3) The miRNA is hsa-miR-7849-3p with sequence GACAAUUGUUGAUCUUGGGCCU. The protein sequence of the target gene is MVVGAFPMAKLLYLGIRQVSKPLANRIKEAARRSEFFKTYICLPPAQLYHWVEMRTKMRIMGFRGTVIKPLNEEAAAELGAELLGEATIFIVGGGCLVLEYWRHQAQQRHKEEEQRAAWNALRDEVGHLALALEALQAQVQAAPPQGALEELRTELQEVRAQLCNPGRSASHAVPASKK. Result: 1 (interaction). (4) Result: 1 (interaction). The miRNA is mmu-miR-329-3p with sequence AACACACCCAGCUAACCUUUUU. The protein sequence of the target gene is MDMLDPGLDPASSATAAAAASHDKGPEAEEGVELQEGGDGPGAEEQTAVAIASVQQAAFGDHNIQYQFRTESNGGQVTYRVVQVTDGQLDGQGDAAGAVSVVSTAAFAGGQQAVTQVGVDGAAQRPGPAAASVPTGPAAPFPLAVIQNPFSNGGSPAAEAVSGEARFAYFPASSVGDTTAVSVQTTDQSLQAGGQFYVMMTPQDVLQTGTQRTIAPRTHPYSPKIDGTRTPRDERRRAQHNEVERRRRDKINNWIVQLSKIIPDCHADNSKTGASKGGILSKACDYIRELRQTNQRMQET.... (5) The miRNA is mmu-miR-34b-5p with sequence AGGCAGUGUAAUUAGCUGAUUGU. The protein sequence of the target gene is MDSDDEVVEEAVEGHLDDDGLPHGFCTVTYSSTDRFEGNFVHGEKNGRGKFFFFDGSTLEGYYVDDALQGQGVYTYEDGGVLQGTYVDGELNGPAQEYDSDGRLIFKGQYKDNNRHGVCWIHYPDGGSLVGEVNEDGEMTGEKIAYVYPDQRTALYGKFIDGEMLEGKLATLMATEEGRPHFEVTSGSSVYHFDKSTSSCISSDALLPDPYESERVYVADSLISSAGEGLFSKVAVGPNTVMSFYNGVRITHQEVDSRDWALNGNTLSLDEETVIDVPEPYNHVSKYCASLGHKANHSFT.... Result: 1 (interaction).